From a dataset of Catalyst prediction with 721,799 reactions and 888 catalyst types from USPTO. Predict which catalyst facilitates the given reaction. (1) Reactant: [NH2:1][C:2]1[S:3][C:4]2[CH2:26][CH2:25][CH2:24][CH2:23][C:5]=2[C:6]=1[C:7]([NH:9][C:10]1[CH:15]=[CH:14][C:13]([CH2:16][C:17]2[CH:22]=[CH:21][N:20]=[CH:19][CH:18]=2)=[CH:12][CH:11]=1)=[O:8].[N:27]1([S:33]([C:36]2[CH:37]=[C:38]([CH:42]=[CH:43][CH:44]=2)[C:39](O)=[O:40])(=[O:35])=[O:34])[CH2:32][CH2:31][O:30][CH2:29][CH2:28]1.C(N(CC)C(C)C)(C)C.CN(C(ON1N=NC2C=CC=NC1=2)=[N+](C)C)C.F[P-](F)(F)(F)(F)F. Product: [N:27]1([S:33]([C:36]2[CH:37]=[C:38]([CH:42]=[CH:43][CH:44]=2)[C:39]([NH:1][C:2]2[S:3][C:4]3[CH2:26][CH2:25][CH2:24][CH2:23][C:5]=3[C:6]=2[C:7]([NH:9][C:10]2[CH:11]=[CH:12][C:13]([CH2:16][C:17]3[CH:18]=[CH:19][N:20]=[CH:21][CH:22]=3)=[CH:14][CH:15]=2)=[O:8])=[O:40])(=[O:35])=[O:34])[CH2:28][CH2:29][O:30][CH2:31][CH2:32]1. The catalyst class is: 3. (2) Reactant: [C:1](Cl)(Cl)=[S:2].[CH3:5][NH:6][C:7]1[C:8]([NH2:16])=[CH:9][C:10]([N+:13]([O-:15])=[O:14])=[CH:11][CH:12]=1.CCN(CC)CC. Product: [CH3:5][N:6]1[C:7]2[CH:12]=[CH:11][C:10]([N+:13]([O-:15])=[O:14])=[CH:9][C:8]=2[NH:16][C:1]1=[S:2]. The catalyst class is: 1. (3) Reactant: [C:1]([C:5]1[CH:11]=[CH:10][C:8]([NH2:9])=[CH:7][CH:6]=1)([CH3:4])([CH3:3])[CH3:2].[Cl:12][CH2:13][CH2:14][CH2:15][N:16]=[C:17]=[O:18]. Product: [C:1]([C:5]1[CH:6]=[CH:7][C:8]([NH:9][C:17]([NH:16][CH2:15][CH2:14][CH2:13][Cl:12])=[O:18])=[CH:10][CH:11]=1)([CH3:4])([CH3:2])[CH3:3]. The catalyst class is: 11. (4) Reactant: [CH:1]([C:3]1[CH:4]=[C:5](/[CH:9]=[CH:10]/[C:11]([O:13]C(C)(C)C)=[O:12])[CH:6]=[CH:7][CH:8]=1)=O.[CH3:18][N:19]1[CH2:24][CH2:23][N:22]([C:25]2[CH:30]=[CH:29][CH:28]=[CH:27][C:26]=2[C:31](=[O:33])[CH3:32])[CH2:21][CH2:20]1.[OH-].[K+]. Product: [CH3:18][N:19]1[CH2:24][CH2:23][N:22]([C:25]2[CH:30]=[CH:29][CH:28]=[CH:27][C:26]=2[C:31](=[O:33])/[CH:32]=[CH:1]/[C:3]2[CH:4]=[C:5](/[CH:9]=[CH:10]/[C:11]([OH:13])=[O:12])[CH:6]=[CH:7][CH:8]=2)[CH2:21][CH2:20]1. The catalyst class is: 88.